From a dataset of Full USPTO retrosynthesis dataset with 1.9M reactions from patents (1976-2016). Predict the reactants needed to synthesize the given product. (1) Given the product [CH3:1][CH:2]([CH3:31])[CH2:3][CH:4]([NH:20][C:21]1[CH:30]=[CH:29][C:24]([C:25]([NH:68][CH2:69][CH2:70][C:71]([O:73][CH3:74])=[O:72])=[O:26])=[CH:23][N:22]=1)[C:5]1[CH:6]=[N:7][C:8]([N:11]2[CH:15]=[C:14]([C:16]([F:17])([F:19])[F:18])[CH:13]=[N:12]2)=[CH:9][CH:10]=1, predict the reactants needed to synthesize it. The reactants are: [CH3:1][CH:2]([CH3:31])[CH2:3][CH:4]([NH:20][C:21]1[CH:30]=[CH:29][C:24]([C:25](OC)=[O:26])=[CH:23][N:22]=1)[C:5]1[CH:6]=[N:7][C:8]([N:11]2[CH:15]=[C:14]([C:16]([F:19])([F:18])[F:17])[CH:13]=[N:12]2)=[CH:9][CH:10]=1.[OH-].[Na+].CN(C(ON1N=NC2C=CC=NC1=2)=[N+](C)C)C.F[P-](F)(F)(F)(F)F.C(N(CC)C(C)C)(C)C.Cl.[NH2:68][CH2:69][CH2:70][C:71]([O:73][CH3:74])=[O:72]. (2) The reactants are: [CH2:1]([C@@H:8]([CH2:12][CH2:13][C@H:14]([CH2:34][C:35]1[CH:40]=[CH:39][CH:38]=[CH:37][CH:36]=1)[C:15]([NH:17][C@H:18]1[CH2:24][CH2:23][S:22][C@H:21]2[CH2:25][CH2:26][CH2:27][C@@H:28]([C:29]([O:31][CH3:32])=[O:30])[N:20]2[C:19]1=[O:33])=[O:16])[C:9]([OH:11])=O)[C:2]1[CH:7]=[CH:6][CH:5]=[CH:4][CH:3]=1.FC(F)(F)C(O)=O.[NH2:48][C@H:49]1[CH2:55][CH2:54][CH2:53][CH2:52][N:51]([C:56]2[CH:61]=[CH:60][CH:59]=[CH:58][C:57]=2[CH3:62])[C:50]1=[O:63]. Given the product [CH2:34]([C@@H:14]([CH2:13][CH2:12][C@H:8]([CH2:1][C:2]1[CH:3]=[CH:4][CH:5]=[CH:6][CH:7]=1)[C:9](=[O:11])[NH:48][C@H:49]1[CH2:55][CH2:54][CH2:53][CH2:52][N:51]([C:56]2[CH:61]=[CH:60][CH:59]=[CH:58][C:57]=2[CH3:62])[C:50]1=[O:63])[C:15]([NH:17][C@H:18]1[CH2:24][CH2:23][S:22][C@H:21]2[CH2:25][CH2:26][CH2:27][C@@H:28]([C:29]([O:31][CH3:32])=[O:30])[N:20]2[C:19]1=[O:33])=[O:16])[C:35]1[CH:40]=[CH:39][CH:38]=[CH:37][CH:36]=1, predict the reactants needed to synthesize it.